Dataset: Reaction yield outcomes from USPTO patents with 853,638 reactions. Task: Predict the reaction yield, written as a fraction of the theoretical maximum amount of product (1.0 means a 100% yield; for example, 0.34 means a 34% yield). The reactants are C(N(CC)CC)C.CN(C(ON1N=NC2C=CC=CC1=2)=[N+](C)C)C.[B-](F)(F)(F)F.[Cl:30][C:31]1[CH:46]=[CH:45][C:34]([O:35][C:36]2[CH:43]=[CH:42][C:39]([CH2:40][NH2:41])=[CH:38][C:37]=2[F:44])=[C:33]([F:47])[CH:32]=1.[N:48]1[CH:53]=[C:52]([C:54]([NH:56][C:57]2([C:60](O)=[O:61])[CH2:59][CH2:58]2)=[O:55])[CH:51]=[N:50][CH:49]=1. The catalyst is O1CCCC1. The product is [ClH:30].[Cl:30][C:31]1[CH:46]=[CH:45][C:34]([O:35][C:36]2[CH:43]=[CH:42][C:39]([CH2:40][NH:41][C:60]([C:57]3([NH:56][C:54]([C:52]4[CH:51]=[N:50][CH:49]=[N:48][CH:53]=4)=[O:55])[CH2:59][CH2:58]3)=[O:61])=[CH:38][C:37]=2[F:44])=[C:33]([F:47])[CH:32]=1. The yield is 0.560.